From a dataset of Reaction yield outcomes from USPTO patents with 853,638 reactions. Predict the reaction yield, written as a fraction of the theoretical maximum amount of product (1.0 means a 100% yield; for example, 0.34 means a 34% yield). (1) The reactants are COC1C=C(OC)C=CC=1C[NH:6][C:7]1[CH:8]=[CH:9][C:10]2[N:11]([C:13]([CH2:20][N:21]3[CH2:25][CH:24]([CH2:26][CH2:27][CH3:28])[CH2:23][C:22]3=[O:29])=[C:14]([C:16]([F:19])([F:18])[F:17])[N:15]=2)[N:12]=1. The catalyst is FC(F)(F)C(O)=O. The product is [NH2:6][C:7]1[CH:8]=[CH:9][C:10]2[N:11]([C:13]([CH2:20][N:21]3[CH2:25][CH:24]([CH2:26][CH2:27][CH3:28])[CH2:23][C:22]3=[O:29])=[C:14]([C:16]([F:18])([F:17])[F:19])[N:15]=2)[N:12]=1. The yield is 0.110. (2) The reactants are [CH3:16][C:11]1([CH3:17])[C:12]([CH3:15])([CH3:14])[O:13][B:9]([B:9]2[O:13][C:12]([CH3:15])([CH3:14])[C:11]([CH3:17])([CH3:16])[O:10]2)[O:10]1.[F:19][C:20]1[C:27]([CH2:28][O:29][CH3:30])=[CH:26][CH:25]=[CH:24][C:21]=1[C:22]#[N:23]. The catalyst is CCCCCC.CCOC(C)=O. The yield is 0.190. The product is [F:19][C:20]1[C:27]([CH2:28][O:29][CH3:30])=[CH:26][C:25]([B:9]2[O:10][C:11]([CH3:16])([CH3:17])[C:12]([CH3:14])([CH3:15])[O:13]2)=[CH:24][C:21]=1[C:22]#[N:23].